The task is: Predict which catalyst facilitates the given reaction.. This data is from Catalyst prediction with 721,799 reactions and 888 catalyst types from USPTO. (1) The catalyst class is: 35. Product: [C:1]([O:5][CH:6]([C:11]1[CH:19]=[CH:18][CH:17]=[C:13]([C:14](=[O:15])[N:32]([CH2:33][CH3:34])[CH2:30][CH3:31])[C:12]=1[C:20]1[CH:21]=[CH:22][C:23]2[O:28][CH2:27][CH2:26][CH2:25][C:24]=2[CH:29]=1)[C:7]([O:9][CH3:10])=[O:8])([CH3:3])([CH3:4])[CH3:2]. Reactant: [C:1]([O:5][CH:6]([C:11]1[C:12]([C:20]2[CH:21]=[CH:22][C:23]3[O:28][CH2:27][CH2:26][CH2:25][C:24]=3[CH:29]=2)=[C:13]([CH:17]=[CH:18][CH:19]=1)[C:14](O)=[O:15])[C:7]([O:9][CH3:10])=[O:8])([CH3:4])([CH3:3])[CH3:2].[CH2:30]([NH:32][CH2:33][CH3:34])[CH3:31].C(N(CC)CC)C.F[P-](F)(F)(F)(F)F.N1(OC(N(C)C)=[N+](C)C)C2N=CC=CC=2N=N1. (2) Reactant: CS(O[CH:6]1[CH2:10][CH2:9][O:8][CH2:7]1)(=O)=O.[CH3:11][C:12]1([CH3:24])[C:16]([CH3:18])([CH3:17])[O:15][B:14]([C:19]2[CH:20]=[N:21][NH:22][CH:23]=2)[O:13]1.[H-].[Na+]. Product: [O:8]1[CH2:9][CH2:10][CH:6]([N:22]2[CH:23]=[C:19]([B:14]3[O:13][C:12]([CH3:24])([CH3:11])[C:16]([CH3:18])([CH3:17])[O:15]3)[CH:20]=[N:21]2)[CH2:7]1. The catalyst class is: 9. (3) Reactant: [C:1]12(O)[CH2:10][CH:5]3[CH2:6][CH:7]([CH2:9][CH:3]([CH2:4]3)[CH2:2]1)[CH2:8]2.[Br:12][C:13]1[CH:18]=[CH:17][C:16]([O:19][CH3:20])=[CH:15][CH:14]=1.C(Cl)Cl.S(=O)(=O)(O)O. Product: [CH:1]12[CH2:10][CH:5]3[CH2:6][CH:7]([CH2:9][CH:3]([CH2:4]3)[CH:2]1[C:17]1[CH:18]=[C:13]([Br:12])[CH:14]=[CH:15][C:16]=1[O:19][CH3:20])[CH2:8]2. The catalyst class is: 6. (4) Reactant: [F:1][C:2]1[CH:7]=[CH:6][C:5]([N:8]2[C:12]3([CH2:17][CH2:16][N:15]([CH2:18][CH2:19][CH2:20][C:21](=[O:28])[C:22]4[CH:27]=[CH:26][CH:25]=[CH:24][CH:23]=4)[CH2:14][CH2:13]3)[C:11](=[O:29])[N:10]([CH2:30][C:31]3[CH:32]=[C:33]([CH:41]=[CH:42][CH:43]=3)[C:34]([O:36]C(C)(C)C)=[O:35])[CH2:9]2)=[CH:4][CH:3]=1. Product: [F:1][C:2]1[CH:3]=[CH:4][C:5]([N:8]2[C:12]3([CH2:17][CH2:16][N:15]([CH2:18][CH2:19][CH2:20][C:21](=[O:28])[C:22]4[CH:27]=[CH:26][CH:25]=[CH:24][CH:23]=4)[CH2:14][CH2:13]3)[C:11](=[O:29])[N:10]([CH2:30][C:31]3[CH:32]=[C:33]([CH:41]=[CH:42][CH:43]=3)[C:34]([OH:36])=[O:35])[CH2:9]2)=[CH:6][CH:7]=1. The catalyst class is: 89.